From a dataset of Catalyst prediction with 721,799 reactions and 888 catalyst types from USPTO. Predict which catalyst facilitates the given reaction. (1) Reactant: [F:1][C:2]1[C:10]([N+:11]([O-:13])=[O:12])=[CH:9][CH:8]=[C:7]2[C:3]=1[CH2:4][CH2:5][N:6]2C(=O)C. Product: [F:1][C:2]1[C:10]([N+:11]([O-:13])=[O:12])=[CH:9][CH:8]=[C:7]2[C:3]=1[CH2:4][CH2:5][NH:6]2. The catalyst class is: 33. (2) Reactant: [N:1]([CH2:4][C:5]1[C:10]([F:11])=[CH:9][CH:8]=[CH:7][C:6]=1[F:12])=[N+:2]=[N-:3].Br[C:14](=[CH2:19])[C:15]([O:17][CH3:18])=[O:16].C(O)(C)(C)C. Product: [F:12][C:6]1[CH:7]=[CH:8][CH:9]=[C:10]([F:11])[C:5]=1[CH2:4][N:1]1[CH:19]=[C:14]([C:15]([O:17][CH3:18])=[O:16])[N:3]=[N:2]1. The catalyst class is: 6. (3) Reactant: [N:1]1[CH:6]=[CH:5][CH:4]=[CH:3][C:2]=1[CH:7]=O.Cl.[NH:10]1[CH:14]=[CH:13][N:12]=[C:11]1[C:15]1[CH:16]=[CH:17][C:18]([CH3:31])=[C:19]([NH:21][C:22](=[O:30])[C:23]2[CH:28]=[CH:27][C:26]([NH2:29])=[CH:25][CH:24]=2)[CH:20]=1.C(O[BH-](OC(=O)C)OC(=O)C)(=O)C.[Na+]. Product: [NH:10]1[CH:14]=[CH:13][N:12]=[C:11]1[C:15]1[CH:16]=[CH:17][C:18]([CH3:31])=[C:19]([NH:21][C:22](=[O:30])[C:23]2[CH:28]=[CH:27][C:26]([NH:29][CH2:7][C:2]3[CH:3]=[CH:4][CH:5]=[CH:6][N:1]=3)=[CH:25][CH:24]=2)[CH:20]=1. The catalyst class is: 2. (4) The catalyst class is: 13. Product: [CH3:28][O:29][CH2:30][C:31]([O:17][C:16]1[C:15]([F:18])=[C:14]([C:19]2[CH:24]=[CH:23][CH:22]=[CH:21][CH:20]=2)[C:13]([CH3:25])=[C:12]([C:26]#[N:27])[C:11]=1[NH2:10])=[O:32]. Reactant: C(N(C(C)C)CC)(C)C.[NH2:10][C:11]1[C:16]([OH:17])=[C:15]([F:18])[C:14]([C:19]2[CH:24]=[CH:23][CH:22]=[CH:21][CH:20]=2)=[C:13]([CH3:25])[C:12]=1[C:26]#[N:27].[CH3:28][O:29][CH2:30][C:31](Cl)=[O:32].[Cl-].[NH4+].